This data is from NCI-60 drug combinations with 297,098 pairs across 59 cell lines. The task is: Regression. Given two drug SMILES strings and cell line genomic features, predict the synergy score measuring deviation from expected non-interaction effect. Drug 1: CC1C(C(=O)NC(C(=O)N2CCCC2C(=O)N(CC(=O)N(C(C(=O)O1)C(C)C)C)C)C(C)C)NC(=O)C3=C4C(=C(C=C3)C)OC5=C(C(=O)C(=C(C5=N4)C(=O)NC6C(OC(=O)C(N(C(=O)CN(C(=O)C7CCCN7C(=O)C(NC6=O)C(C)C)C)C)C(C)C)C)N)C. Drug 2: C1C(C(OC1N2C=C(C(=O)NC2=O)F)CO)O. Cell line: SW-620. Synergy scores: CSS=35.9, Synergy_ZIP=-6.79, Synergy_Bliss=-5.14, Synergy_Loewe=-3.03, Synergy_HSA=1.19.